Task: Predict the reactants needed to synthesize the given product.. Dataset: Full USPTO retrosynthesis dataset with 1.9M reactions from patents (1976-2016) (1) Given the product [Br:8][C:5]1[CH:6]=[CH:7][C:2]([C:16]([OH:18])([CH3:17])[C:15]([F:20])([F:19])[F:14])=[CH:3][CH:4]=1, predict the reactants needed to synthesize it. The reactants are: Br[C:2]1[CH:7]=[CH:6][C:5]([Br:8])=[CH:4][CH:3]=1.[Li]CCCC.[F:14][C:15]([F:20])([F:19])[C:16](=[O:18])[CH3:17]. (2) Given the product [F:19][C:3]1[C:2]([C:24]#[C:23][C:21]([OH:25])([CH3:22])[CH3:20])=[CH:18][C:6]2[C:7]3[N:8]([CH:12]=[C:13]([C:15]([NH2:17])=[O:16])[N:14]=3)[CH2:9][CH2:10][O:11][C:5]=2[CH:4]=1, predict the reactants needed to synthesize it. The reactants are: Br[C:2]1[C:3]([F:19])=[CH:4][C:5]2[O:11][CH2:10][CH2:9][N:8]3[CH:12]=[C:13]([C:15]([NH2:17])=[O:16])[N:14]=[C:7]3[C:6]=2[CH:18]=1.[CH3:20][C:21]([OH:25])([C:23]#[CH:24])[CH3:22]. (3) Given the product [Cl:11][CH:8]([CH3:9])[C:2](=[O:1])[CH2:3][C:4]([O:6][CH3:7])=[O:5], predict the reactants needed to synthesize it. The reactants are: [O:1]=[C:2]([CH2:8][CH3:9])[CH2:3][C:4]([O:6][CH3:7])=[O:5].C(Cl)[Cl:11]. (4) Given the product [Si:11]([O:18][C@@H:19]1[C:23](=[O:24])[CH2:22][N:21]([C:25](=[O:54])[CH2:26][CH2:27][O:28][C:29]2[CH:53]=[CH:52][C:32]([CH2:33][NH:34][C:35]([C:37]3[CH:38]=[CH:39][C:40]([CH2:41][NH:42][C:43](=[O:49])[O:44][C:45]([CH3:46])([CH3:47])[CH3:48])=[CH:50][CH:51]=3)=[O:36])=[CH:31][CH:30]=2)[CH2:20]1)([C:14]([CH3:15])([CH3:16])[CH3:17])([CH3:13])[CH3:12], predict the reactants needed to synthesize it. The reactants are: C(Cl)(=O)C(Cl)=O.CS(C)=O.[Si:11]([O:18][C@@H:19]1[C@@H:23]([OH:24])[CH2:22][N:21]([C:25](=[O:54])[CH2:26][CH2:27][O:28][C:29]2[CH:53]=[CH:52][C:32]([CH2:33][NH:34][C:35]([C:37]3[CH:51]=[CH:50][C:40]([CH2:41][NH:42][C:43](=[O:49])[O:44][C:45]([CH3:48])([CH3:47])[CH3:46])=[CH:39][CH:38]=3)=[O:36])=[CH:31][CH:30]=2)[CH2:20]1)([C:14]([CH3:17])([CH3:16])[CH3:15])([CH3:13])[CH3:12].CCN(CC)CC. (5) Given the product [CH2:13]([O:12][C:10](=[O:11])[C:9]([NH:1][C:2]1[CH:7]=[CH:6][CH:5]=[CH:4][CH:3]=1)=[O:15])[CH3:14], predict the reactants needed to synthesize it. The reactants are: [NH2:1][C:2]1[CH:7]=[CH:6][CH:5]=[CH:4][CH:3]=1.Cl[C:9](=[O:15])[C:10]([O:12][CH2:13][CH3:14])=[O:11]. (6) Given the product [NH2:24][C:12]1[CH:11]=[C:10]([N:7]2[C:6]3[CH:28]=[CH:29][C:3]([C:1]([NH2:2])=[O:30])=[CH:4][C:5]=3[N:9]=[CH:8]2)[CH:15]=[C:14]([C:16]2[CH:21]=[CH:20][C:19]([F:22])=[CH:18][C:17]=2[F:23])[CH:13]=1, predict the reactants needed to synthesize it. The reactants are: [C:1]([C:3]1[CH:29]=[CH:28][C:6]2[N:7]([C:10]3[CH:11]=[C:12]([NH:24]C(=O)C)[CH:13]=[C:14]([C:16]4[CH:21]=[CH:20][C:19]([F:22])=[CH:18][C:17]=4[F:23])[CH:15]=3)[CH:8]=[N:9][C:5]=2[CH:4]=1)#[N:2].[OH-:30].[K+].